This data is from NCI-60 drug combinations with 297,098 pairs across 59 cell lines. The task is: Regression. Given two drug SMILES strings and cell line genomic features, predict the synergy score measuring deviation from expected non-interaction effect. (1) Drug 1: CC12CCC3C(C1CCC2=O)CC(=C)C4=CC(=O)C=CC34C. Drug 2: COC1=NC(=NC2=C1N=CN2C3C(C(C(O3)CO)O)O)N. Cell line: A549. Synergy scores: CSS=15.3, Synergy_ZIP=4.52, Synergy_Bliss=6.47, Synergy_Loewe=-7.44, Synergy_HSA=4.86. (2) Synergy scores: CSS=-5.49, Synergy_ZIP=2.20, Synergy_Bliss=0.626, Synergy_Loewe=-3.07, Synergy_HSA=-3.98. Drug 2: CCCCC(=O)OCC(=O)C1(CC(C2=C(C1)C(=C3C(=C2O)C(=O)C4=C(C3=O)C=CC=C4OC)O)OC5CC(C(C(O5)C)O)NC(=O)C(F)(F)F)O. Drug 1: CN(C)N=NC1=C(NC=N1)C(=O)N. Cell line: MDA-MB-435. (3) Drug 1: CCCCCOC(=O)NC1=NC(=O)N(C=C1F)C2C(C(C(O2)C)O)O. Drug 2: CC1=C(C(=CC=C1)Cl)NC(=O)C2=CN=C(S2)NC3=CC(=NC(=N3)C)N4CCN(CC4)CCO. Cell line: SK-OV-3. Synergy scores: CSS=24.3, Synergy_ZIP=-3.64, Synergy_Bliss=-0.537, Synergy_Loewe=-40.6, Synergy_HSA=2.78. (4) Drug 1: C1=NC2=C(N=C(N=C2N1C3C(C(C(O3)CO)O)O)F)N. Drug 2: CCN(CC)CCCC(C)NC1=C2C=C(C=CC2=NC3=C1C=CC(=C3)Cl)OC. Cell line: SW-620. Synergy scores: CSS=16.5, Synergy_ZIP=-4.51, Synergy_Bliss=-2.23, Synergy_Loewe=-6.45, Synergy_HSA=-2.83.